This data is from Full USPTO retrosynthesis dataset with 1.9M reactions from patents (1976-2016). The task is: Predict the reactants needed to synthesize the given product. (1) Given the product [CH3:1][C:2]1[C:3]([C:24]2[CH:29]=[CH:28][CH:27]=[CH:26][CH:25]=2)=[C:4]([O:14][C:15]2[CH:20]=[CH:19][C:18]([NH2:21])=[CH:17][CH:16]=2)[C:5]2[C:10]([CH:11]=1)=[CH:9][C:8]([O:12][CH3:13])=[CH:7][CH:6]=2, predict the reactants needed to synthesize it. The reactants are: [CH3:1][C:2]1[C:3]([C:24]2[CH:29]=[CH:28][CH:27]=[CH:26][CH:25]=2)=[C:4]([O:14][C:15]2[CH:20]=[CH:19][C:18]([N+:21]([O-])=O)=[CH:17][CH:16]=2)[C:5]2[C:10]([CH:11]=1)=[CH:9][C:8]([O:12][CH3:13])=[CH:7][CH:6]=2. (2) Given the product [Cl:1][C:2]1[CH:32]=[CH:31][C:5]([CH2:6][N:7]2[C:15]3[C:10](=[CH:11][C:12](/[CH:16]=[C:17]4/[C:18](=[O:30])[N:19]([C@@H:23]5[CH2:28][CH2:27][N:26]([CH3:37])[CH2:25][C@H:24]5[OH:29])[C:20](=[O:22])[S:21]/4)=[CH:13][CH:14]=3)[CH:9]=[N:8]2)=[C:4]([C:33]([F:36])([F:35])[F:34])[CH:3]=1, predict the reactants needed to synthesize it. The reactants are: [Cl:1][C:2]1[CH:32]=[CH:31][C:5]([CH2:6][N:7]2[C:15]3[C:10](=[CH:11][C:12](/[CH:16]=[C:17]4/[C:18](=[O:30])[N:19]([C@@H:23]5[CH2:28][CH2:27][NH:26][CH2:25][C@H:24]5[OH:29])[C:20](=[O:22])[S:21]/4)=[CH:13][CH:14]=3)[CH:9]=[N:8]2)=[C:4]([C:33]([F:36])([F:35])[F:34])[CH:3]=1.[CH2:37]=O. (3) Given the product [OH:9][CH2:10][C@H:6]1[NH:7][C:17](=[O:18])[C@H:4]([CH:1]([CH3:3])[CH3:2])[CH2:5]1, predict the reactants needed to synthesize it. The reactants are: [CH:1]([C@H:4]1[C:17](=[O:18])[N:7]2[C@@H](C3C=CC=CC=3)[O:9][CH2:10][C@@H:6]2[CH2:5]1)([CH3:3])[CH3:2].FC(F)(F)C(O)=O. (4) The reactants are: [Cl:1][C:2]1[CH:7]=[CH:6][C:5]([CH:8]([C:20]2[CH:25]=[CH:24][C:23]([OH:26])=[CH:22][CH:21]=2)[CH2:9][C:10]([C:12]2[CH:13]=[CH:14][C:15](=[O:19])[N:16]([CH3:18])[CH:17]=2)=[O:11])=[C:4]([CH3:27])[CH:3]=1.Br[CH2:29][CH2:30][CH2:31][C:32]([O:34][CH3:35])=[O:33].C(=O)([O-])[O-].[Cs+].[Cs+]. Given the product [CH3:35][O:34][C:32](=[O:33])[CH2:31][CH2:30][CH2:29][O:26][C:23]1[CH:22]=[CH:21][C:20]([CH:8]([C:5]2[CH:6]=[CH:7][C:2]([Cl:1])=[CH:3][C:4]=2[CH3:27])[CH2:9][C:10]([C:12]2[CH:13]=[CH:14][C:15](=[O:19])[N:16]([CH3:18])[CH:17]=2)=[O:11])=[CH:25][CH:24]=1, predict the reactants needed to synthesize it. (5) The reactants are: [CH3:1][O:2][C:3]1[C:10]([O:11][CH3:12])=[CH:9][C:6]([C:7]#[N:8])=[C:5]([N+:13]([O-:15])=[O:14])[CH:4]=1.C([Sn](=O)CCCC)CCC.[N-:26]=[N+:27]=[N-:28]. Given the product [CH3:1][O:2][C:3]1[C:10]([O:11][CH3:12])=[CH:9][C:6]([C:7]2[N:26]=[N:27][NH:28][N:8]=2)=[C:5]([N+:13]([O-:15])=[O:14])[CH:4]=1, predict the reactants needed to synthesize it. (6) Given the product [F:19][C:18]([F:21])([F:20])[C:17]1[C:12]([C:6]2[N:7]=[C:8]3[C:3]([C:2]([NH:22][C:23]4[CH:28]=[CH:27][C:26]([C:29]([F:31])([F:30])[F:32])=[CH:25][N:24]=4)=[CH:11][CH:10]=[N:9]3)=[CH:4][CH:5]=2)=[N:13][CH:14]=[CH:15][CH:16]=1, predict the reactants needed to synthesize it. The reactants are: Cl[C:2]1[CH:11]=[CH:10][N:9]=[C:8]2[C:3]=1[CH:4]=[CH:5][C:6]([C:12]1[C:17]([C:18]([F:21])([F:20])[F:19])=[CH:16][CH:15]=[CH:14][N:13]=1)=[N:7]2.[NH2:22][C:23]1[CH:28]=[CH:27][C:26]([C:29]([F:32])([F:31])[F:30])=[CH:25][N:24]=1.CC1(C)C2C(=C(P(C3C=CC=CC=3)C3C=CC=CC=3)C=CC=2)OC2C(P(C3C=CC=CC=3)C3C=CC=CC=3)=CC=CC1=2.C([O-])([O-])=O.[Cs+].[Cs+]. (7) The reactants are: [Cl:1][C:2]1[N:7]=[N:6][C:5]([NH2:8])=[CH:4][CH:3]=1.Cl[CH:10]([C:16](=O)[CH3:17])[C:11]([O:13][CH2:14][CH3:15])=[O:12]. Given the product [Cl:1][C:2]1[CH:3]=[CH:4][C:5]2[N:6]([C:10]([C:11]([O:13][CH2:14][CH3:15])=[O:12])=[C:16]([CH3:17])[N:8]=2)[N:7]=1, predict the reactants needed to synthesize it.